Predict the reactants needed to synthesize the given product. From a dataset of Full USPTO retrosynthesis dataset with 1.9M reactions from patents (1976-2016). The reactants are: [N:1]1([C:10]2[N:18]=[C:17]3[C:13]([NH:14][C:15](=[O:26])[N:16]3[C@H:19]3[CH2:24][CH2:23][C@H:22]([OH:25])[CH2:21][CH2:20]3)=[CH:12][N:11]=2)[C:5]2[CH:6]=[CH:7][CH:8]=[CH:9][C:4]=2[N:3]=[CH:2]1.[CH3:27][C:28]([O:31][C:32](O[C:32]([O:31][C:28]([CH3:30])([CH3:29])[CH3:27])=[O:33])=[O:33])([CH3:30])[CH3:29].CCN(CC)CC. Given the product [N:1]1([C:10]2[N:18]=[C:17]3[C:13]([N:14]([C:32]([O:31][C:28]([CH3:30])([CH3:29])[CH3:27])=[O:33])[C:15](=[O:26])[N:16]3[C@H:19]3[CH2:20][CH2:21][C@H:22]([OH:25])[CH2:23][CH2:24]3)=[CH:12][N:11]=2)[C:5]2[CH:6]=[CH:7][CH:8]=[CH:9][C:4]=2[N:3]=[CH:2]1, predict the reactants needed to synthesize it.